Dataset: Full USPTO retrosynthesis dataset with 1.9M reactions from patents (1976-2016). Task: Predict the reactants needed to synthesize the given product. (1) Given the product [C:1]1([C:7]2[S:11][C:10]3[CH2:12][CH2:13][CH2:14][C:9]=3[C:8]=2[C:15]([OH:17])=[O:16])[CH:2]=[CH:3][CH:4]=[CH:5][CH:6]=1, predict the reactants needed to synthesize it. The reactants are: [C:1]1([C:7]2[S:11][C:10]3[CH2:12][CH2:13][CH2:14][C:9]=3[C:8]=2[C:15]([O:17]C)=[O:16])[CH:6]=[CH:5][CH:4]=[CH:3][CH:2]=1.[OH-].[Na+].Cl. (2) Given the product [Cl:1][C:2]1[CH:3]=[CH:4][C:5]([CH2:6][C:7]2[C:15]3[C:14](=[O:16])[N:13]([CH2:17][CH2:18][CH2:19][OH:20])[C:12](=[O:21])[N:11]([CH3:31])[C:10]=3[O:9][C:8]=2[C:22]2[CH:27]=[CH:26][CH:25]=[C:24]([Cl:28])[CH:23]=2)=[CH:29][CH:30]=1, predict the reactants needed to synthesize it. The reactants are: [Cl:1][C:2]1[CH:30]=[CH:29][C:5]([CH2:6][C:7]2[C:15]3[C:14](=[O:16])[N:13]([CH2:17][CH2:18][CH2:19][OH:20])[C:12](=[O:21])[NH:11][C:10]=3[O:9][C:8]=2[C:22]2[CH:27]=[CH:26][CH:25]=[C:24]([Cl:28])[CH:23]=2)=[CH:4][CH:3]=1.[C:31]([O-])([O-])=O.[K+].[K+].CI. (3) Given the product [CH:27]1([P:34]([CH:41]2[CH2:46][CH2:45][CH2:44][CH2:43][CH2:42]2)[C:35]2[CH:40]=[CH:39][CH:38]=[CH:37][C:36]=2[C:7]2[C:12]([CH3:13])=[CH:11][C:10]([CH3:14])=[C:9]([C:15]3[CH:16]=[CH:17][C:18]([C:21]([F:22])([F:24])[F:23])=[CH:19][CH:20]=3)[C:8]=2[CH3:25])[CH2:32][CH2:31][CH2:30][CH2:29][CH2:28]1, predict the reactants needed to synthesize it. The reactants are: C1COCC1.Br[C:7]1[C:8]([CH3:25])=[C:9]([C:15]2[CH:20]=[CH:19][C:18]([C:21]([F:24])([F:23])[F:22])=[CH:17][CH:16]=2)[C:10]([CH3:14])=[CH:11][C:12]=1[CH3:13].Br[C:27]1[CH:32]=[CH:31][CH:30]=[CH:29][C:28]=1Cl.[P:34](Cl)([CH:41]1[CH2:46][CH2:45][CH2:44][CH2:43][CH2:42]1)[CH:35]1[CH2:40][CH2:39][CH2:38][CH2:37][CH2:36]1. (4) Given the product [F:9][C:8]([F:10])([F:11])[C:6]1[CH:5]=[CH:4][C:3]2[N:12]([C:13]3[CH:14]=[C:15]([CH:21]=[CH:22][CH:23]=3)[C:16]([O:18][CH2:19][CH3:20])=[O:17])[CH:24]=[N:1][C:2]=2[CH:7]=1, predict the reactants needed to synthesize it. The reactants are: [NH2:1][C:2]1[CH:7]=[C:6]([C:8]([F:11])([F:10])[F:9])[CH:5]=[CH:4][C:3]=1[NH:12][C:13]1[CH:14]=[C:15]([CH:21]=[CH:22][CH:23]=1)[C:16]([O:18][CH2:19][CH3:20])=[O:17].[C:24](O)(=O)C.C(N)=N.C(=O)([O-])O.[Na+]. (5) Given the product [CH3:1][O:2][C:3](=[O:31])[CH2:4][CH2:5][C:6]1[CH:11]=[CH:10][C:9]([N:12]([C:39]([O:41][CH3:42])=[O:40])[CH2:13][C:14]2[S:18][C:17]([C:19]3[CH:20]=[CH:21][C:22]([C:25]([F:27])([F:28])[F:26])=[CH:23][CH:24]=3)=[N:16][C:15]=2[CH3:29])=[CH:8][C:7]=1[CH3:30], predict the reactants needed to synthesize it. The reactants are: [CH3:1][O:2][C:3](=[O:31])[CH2:4][CH2:5][C:6]1[CH:11]=[CH:10][C:9]([NH:12][CH2:13][C:14]2[S:18][C:17]([C:19]3[CH:24]=[CH:23][C:22]([C:25]([F:28])([F:27])[F:26])=[CH:21][CH:20]=3)=[N:16][C:15]=2[CH3:29])=[CH:8][C:7]=1[CH3:30].N1C=CC=CC=1.Cl[C:39]([O:41][CH3:42])=[O:40].O. (6) Given the product [C:1]([O-:4])(=[O:3])[CH3:2].[C:5]([O-:8])(=[O:7])[CH3:6].[C:9]([O-:12])(=[O:11])[CH3:10].[Br:18][C:19]1[CH:20]=[CH:21][C:22]([CH3:28])=[C:23]([Pb+3:17])[CH:24]=1, predict the reactants needed to synthesize it. The reactants are: [C:1]([O-:4])(=[O:3])[CH3:2].[C:5]([O-:8])(=[O:7])[CH3:6].[C:9]([O-:12])(=[O:11])[CH3:10].C([O-])(=O)C.[Pb+4:17].[Br:18][C:19]1[CH:20]=[CH:21][C:22]([CH3:28])=[C:23](B(O)O)[CH:24]=1.C(=O)([O-])[O-].[K+].[K+]. (7) Given the product [OH:1][CH2:2][C:3]([NH:6][C:7]([C:9]1[C:13]([NH:14][C:15]([C:17]2[CH:22]=[CH:21][CH:20]=[CH:19][N:18]=2)=[O:16])=[CH:12][NH:11][N:10]=1)=[O:8])([CH3:4])[CH3:5], predict the reactants needed to synthesize it. The reactants are: [OH:1][CH2:2][C:3]([NH:6][C:7]([C:9]1[C:13]([NH:14][C:15]([C:17]2[CH:22]=[CH:21][CH:20]=[CH:19][N:18]=2)=[O:16])=[CH:12][N:11](C2CCCCO2)[N:10]=1)=[O:8])([CH3:5])[CH3:4].O.C1(C)C=CC(S(O)(=O)=O)=CC=1.C(=O)([O-])O.[Na+].